This data is from Catalyst prediction with 721,799 reactions and 888 catalyst types from USPTO. The task is: Predict which catalyst facilitates the given reaction. (1) Reactant: [OH2:1].[N+:2]([C:5]1[CH:13]=[C:12]2[C:8]([CH:9]=[N:10][N:11]2[C:14]([C:27]2[CH:32]=[CH:31][CH:30]=[CH:29][CH:28]=2)([C:21]2[CH:26]=[CH:25][CH:24]=[CH:23][CH:22]=2)[C:15]2[CH:20]=[CH:19][CH:18]=[CH:17][CH:16]=2)=[CH:7][C:6]=1[CH2:33][CH2:34][OH:35])([O-:4])=[O:3]. Product: [N+:2]([C:5]1[CH:13]=[C:12]2[C:8]([CH:9]=[N:10][N:11]2[C:14]([C:15]2[CH:16]=[CH:17][CH:18]=[CH:19][CH:20]=2)([C:21]2[CH:26]=[CH:25][CH:24]=[CH:23][CH:22]=2)[C:27]2[CH:28]=[CH:29][CH:30]=[CH:31][CH:32]=2)=[CH:7][C:6]=1[CH2:33][C:34]([OH:1])=[O:35])([O-:4])=[O:3]. The catalyst class is: 23. (2) Reactant: [Si]([O:8][CH2:9][C:10]([NH:13][C:14]([C:16]1[C:20]2=[N:21][C:22]([C:25]3[C:33]4[C:28](=[CH:29][CH:30]=[C:31]([O:34][CH:35]([F:37])[F:36])[CH:32]=4)[N:27]([CH2:38][CH2:39][CH2:40][N:41]([CH3:43])[CH3:42])[N:26]=3)=[CH:23][N:24]=[C:19]2[N:18](C(C2C=CC=CC=2)(C2C=CC=CC=2)C2C=CC=CC=2)[CH:17]=1)=[O:15])([CH3:12])[CH3:11])(C(C)(C)C)(C)C.FC(F)(F)C(O)=O. Product: [F:37][CH:35]([F:36])[O:34][C:31]1[CH:32]=[C:33]2[C:28](=[CH:29][CH:30]=1)[N:27]([CH2:38][CH2:39][CH2:40][N:41]([CH3:42])[CH3:43])[N:26]=[C:25]2[C:22]1[N:21]=[C:20]2[C:16]([C:14]([NH:13][C:10]([CH3:11])([CH3:12])[CH2:9][OH:8])=[O:15])=[CH:17][NH:18][C:19]2=[N:24][CH:23]=1. The catalyst class is: 4. (3) Product: [CH2:1]([C:4]1[C:13]([N:14]([CH2:21][CH3:22])[CH:15]2[CH2:16][CH2:17][O:18][CH2:19][CH2:20]2)=[CH:12][C:11]([Cl:23])=[CH:10][C:5]=1[C:6]([OH:8])=[O:7])[CH:2]=[CH2:3]. Reactant: [CH2:1]([C:4]1[C:13]([N:14]([CH2:21][CH3:22])[CH:15]2[CH2:20][CH2:19][O:18][CH2:17][CH2:16]2)=[CH:12][C:11]([Cl:23])=[CH:10][C:5]=1[C:6]([O:8]C)=[O:7])[CH:2]=[CH2:3].[OH-].[Na+]. The catalyst class is: 5. (4) Reactant: Cl.[CH2:2]([O:4][C:5](=[O:18])[C@H:6]([CH2:8][C:9]1[CH:14]=[CH:13][C:12]([N+:15]([O-:17])=[O:16])=[CH:11][CH:10]=1)[NH2:7])[CH3:3].[OH-].[Na+]. Product: [CH2:2]([O:4][C:5](=[O:18])[C@H:6]([CH2:8][C:9]1[CH:14]=[CH:13][C:12]([N+:15]([O-:17])=[O:16])=[CH:11][CH:10]=1)[NH2:7])[CH3:3]. The catalyst class is: 46. (5) Reactant: [CH:1]1([C:6]2[CH:7]=[C:8]([CH:11]=[C:12]([O:14][CH3:15])[N:13]=2)[C:9]#[N:10])[CH2:5][CH2:4][CH2:3][CH2:2]1.Cl.[NH2:17][OH:18].C([O-])(O)=O.[Na+]. Product: [CH:1]1([C:6]2[CH:7]=[C:8]([CH:11]=[C:12]([O:14][CH3:15])[N:13]=2)[C:9]([NH:17][OH:18])=[NH:10])[CH2:2][CH2:3][CH2:4][CH2:5]1. The catalyst class is: 5. (6) Reactant: [CH3:1][O:2][C:3]1[CH:4]=[C:5]([CH2:11][CH2:12][C:13]([C:15]2[CH:20]=[CH:19][CH:18]=[C:17]([O:21][CH2:22][CH2:23][N:24]3[CH2:29][CH2:28][O:27][CH2:26][CH2:25]3)[CH:16]=2)=[O:14])[CH:6]=[CH:7][C:8]=1[O:9][CH3:10].CCCCCC.B(Cl)([C@@H]1[C@@H](C)[C@@H]2C(C)(C)[C@@H](C2)C1)[C@@H]1[C@@H](C)[C@@H]2C(C)(C)[C@@H](C2)C1. Product: [CH3:1][O:2][C:3]1[CH:4]=[C:5]([CH2:11][CH2:12][C@H:13]([C:15]2[CH:20]=[CH:19][CH:18]=[C:17]([O:21][CH2:22][CH2:23][N:24]3[CH2:29][CH2:28][O:27][CH2:26][CH2:25]3)[CH:16]=2)[OH:14])[CH:6]=[CH:7][C:8]=1[O:9][CH3:10]. The catalyst class is: 1. (7) Reactant: [OH:1]O.[CH3:3][C:4]1[C:5]([C:10]([O:12][CH2:13][CH3:14])=[O:11])=[N:6][CH:7]=[CH:8][CH:9]=1. Product: [CH3:3][C:4]1[C:5]([C:10]([O:12][CH2:13][CH3:14])=[O:11])=[N+:6]([O-:1])[CH:7]=[CH:8][CH:9]=1. The catalyst class is: 52. (8) Reactant: [CH2:1]([NH2:8])[CH2:2][CH2:3][CH2:4][CH2:5][CH2:6][CH3:7].[CH:9]1[CH:13]=[C:12]([CH2:14]O)[O:11][CH:10]=1.C(O)(C)C. Product: [CH2:1]([NH:8][CH2:14][C:12]1[O:11][CH:10]=[CH:9][CH:13]=1)[CH2:2][CH2:3][CH2:4][CH2:5][CH2:6][CH3:7]. The catalyst class is: 6.